Dataset: Peptide-MHC class I binding affinity with 185,985 pairs from IEDB/IMGT. Task: Regression. Given a peptide amino acid sequence and an MHC pseudo amino acid sequence, predict their binding affinity value. This is MHC class I binding data. (1) The peptide sequence is ITYEKSNNI. The MHC is HLA-A32:01 with pseudo-sequence HLA-A32:01. The binding affinity (normalized) is 0.735. (2) The peptide sequence is NEMGLLETT. The MHC is HLA-B44:03 with pseudo-sequence HLA-B44:03. The binding affinity (normalized) is 0.169. (3) The peptide sequence is KPKHLYVSM. The MHC is HLA-B08:01 with pseudo-sequence HLA-B08:01. The binding affinity (normalized) is 0.488. (4) The peptide sequence is LFLSFCSLF. The MHC is HLA-B58:01 with pseudo-sequence HLA-B58:01. The binding affinity (normalized) is 0.332.